From a dataset of Peptide-MHC class I binding affinity with 185,985 pairs from IEDB/IMGT. Regression. Given a peptide amino acid sequence and an MHC pseudo amino acid sequence, predict their binding affinity value. This is MHC class I binding data. The peptide sequence is KTMVAFIRK. The MHC is BoLA-T2a with pseudo-sequence BoLA-T2a. The binding affinity (normalized) is 0.469.